From a dataset of Reaction yield outcomes from USPTO patents with 853,638 reactions. Predict the reaction yield, written as a fraction of the theoretical maximum amount of product (1.0 means a 100% yield; for example, 0.34 means a 34% yield). (1) The reactants are [C:1]([O:6][C@@H:7]([CH2:14]/[CH:15]=[CH:16]\[CH2:17][CH2:18][CH2:19][CH2:20][CH2:21][CH2:22][CH2:23][CH:24]([OH:35])[CH2:25][CH2:26][CH2:27][CH2:28][CH2:29][CH2:30][CH2:31][CH2:32][CH2:33][CH3:34])[CH2:8][CH2:9][CH2:10][CH2:11][CH2:12][CH3:13])(=[O:5])[CH2:2][CH2:3][CH3:4].N1C=CC=CC=1.Cl[C:43](Cl)([O:45][C:46](=[O:52])OC(Cl)(Cl)Cl)Cl.[CH3:54][N:55]([CH3:60])[CH2:56][CH2:57]CO. The catalyst is C1(C)C=CC=CC=1. The product is [C:1]([O:6][C@@H:7]([CH2:14]/[CH:15]=[CH:16]\[CH2:17][CH2:18][CH2:19][CH2:20][CH2:21][CH2:22][CH2:23][CH:24]([O:35][C:46]([O:45][CH2:43][CH2:57][CH2:56][N:55]([CH3:60])[CH3:54])=[O:52])[CH2:25][CH2:26][CH2:27][CH2:28][CH2:29][CH2:30][CH2:31][CH2:32][CH2:33][CH3:34])[CH2:8][CH2:9][CH2:10][CH2:11][CH2:12][CH3:13])(=[O:5])[CH2:2][CH2:3][CH3:4]. The yield is 0.200. (2) The reactants are [NH2:1][C:2]1[C:10]([Cl:11])=[CH:9][C:5]([C:6]([OH:8])=O)=[C:4]([O:12][CH3:13])[CH:3]=1.CN1CCOCC1.ClC(OCC(C)C)=O.C([C@@H]([C@H](C(O)=O)O)O)(O)=O.[N:39]1([CH2:44][CH2:45][CH2:46][N:47]2[CH2:52][CH2:51][CH:50]([CH2:53][NH2:54])[CH2:49][CH2:48]2)[CH:43]=[CH:42][N:41]=[N:40]1. The catalyst is ClCCl.O.C(N(CC)CC)C. The product is [N:39]1([CH2:44][CH2:45][CH2:46][N:47]2[CH2:48][CH2:49][CH:50]([CH2:53][NH:54][C:6](=[O:8])[C:5]3[CH:9]=[C:10]([Cl:11])[C:2]([NH2:1])=[CH:3][C:4]=3[O:12][CH3:13])[CH2:51][CH2:52]2)[CH:43]=[CH:42][N:41]=[N:40]1. The yield is 1.00. (3) The reactants are C[O:2][C:3]1[CH:4]=[C:5]([C:20](=[O:22])[CH3:21])[C:6]2[O:10][C:9]([C:11]3[CH:16]=[CH:15][C:14]([O:17]C)=[CH:13][CH:12]=3)=[CH:8][C:7]=2[CH:19]=1.Cl.N1C=CC=CC=1. The catalyst is O. The product is [OH:2][C:3]1[CH:4]=[C:5]([C:20](=[O:22])[CH3:21])[C:6]2[O:10][C:9]([C:11]3[CH:12]=[CH:13][C:14]([OH:17])=[CH:15][CH:16]=3)=[CH:8][C:7]=2[CH:19]=1. The yield is 0.740. (4) The reactants are [C:1]([C:3]1[CH:8]=[CH:7][CH:6]=[CH:5][C:4]=1[C:9]1[CH:14]=[CH:13][C:12]([CH2:15][C:16]2[C:17](=[O:41])[N:18]([C@H:28]3[CH2:33][CH2:32][C@H:31]([O:34][CH2:35][C:36](OCC)=[O:37])[CH2:30][CH2:29]3)[C:19]3[N:20]([N:25]=[CH:26][CH:27]=3)[C:21]=2[CH2:22][CH2:23][CH3:24])=[CH:11][CH:10]=1)#[N:2].C(O)C.[BH4-].[Li+].[Cl-].[NH4+]. The catalyst is O1CCCC1.C(OCC)(=O)C. The product is [OH:37][CH2:36][CH2:35][O:34][C@H:31]1[CH2:32][CH2:33][C@H:28]([N:18]2[C:17](=[O:41])[C:16]([CH2:15][C:12]3[CH:13]=[CH:14][C:9]([C:4]4[C:3]([C:1]#[N:2])=[CH:8][CH:7]=[CH:6][CH:5]=4)=[CH:10][CH:11]=3)=[C:21]([CH2:22][CH2:23][CH3:24])[N:20]3[N:25]=[CH:26][CH:27]=[C:19]23)[CH2:29][CH2:30]1. The yield is 0.600. (5) The reactants are [Cl:1][C:2]1[CH:3]=[C:4]([NH:14][C:15](=[O:20])[CH2:16][C:17](=O)[CH3:18])[CH:5]=[CH:6][C:7]=1[N:8]1[CH2:13][CH2:12][O:11][CH2:10][CH2:9]1.[C:21]([C:23]1[CH:24]=[C:25]([CH:31]=[CH:32][CH:33]=1)[O:26][CH2:27][C:28]([NH2:30])=O)#[N:22].C1(C)C=CC=CC=1.[NH4+].[Cl-]. The yield is 0.590. The catalyst is C1(C)C(C)=CC=CC=1.C([O-])(C)C.C([O-])(C)C.C([O-])(C)C.C([O-])(C)C.[Ti+4]. The product is [Cl:1][C:2]1[CH:3]=[C:4]([N:14]2[C:15](=[O:20])[CH:16]=[C:17]([CH3:18])[N:30]=[C:28]2[CH2:27][O:26][C:25]2[CH:24]=[C:23]([CH:33]=[CH:32][CH:31]=2)[C:21]#[N:22])[CH:5]=[CH:6][C:7]=1[N:8]1[CH2:13][CH2:12][O:11][CH2:10][CH2:9]1. (6) The reactants are [F:1][C:2]1[CH:3]=[C:4]([O:16][C:17]([C:19]2[CH:20]=[C:21]3[C:26](=[C:27]([C:29]#[N:30])[CH:28]=2)[O:25][C:24]([CH3:32])([CH3:31])[CH2:23][C:22]3([CH3:34])[CH3:33])=[O:18])[CH:5]=[CH:6][C:7]=1[CH2:8][C:9]([O:11]C(C)(C)C)=[O:10].C(O)=O. The catalyst is O1CCOCC1.C1COCC1.O. The product is [C:9]([CH2:8][C:7]1[CH:6]=[CH:5][C:4]([O:16][C:17]([C:19]2[CH:20]=[C:21]3[C:26](=[C:27]([C:29]#[N:30])[CH:28]=2)[O:25][C:24]([CH3:31])([CH3:32])[CH2:23][C:22]3([CH3:34])[CH3:33])=[O:18])=[CH:3][C:2]=1[F:1])([OH:11])=[O:10]. The yield is 0.740.